This data is from Full USPTO retrosynthesis dataset with 1.9M reactions from patents (1976-2016). The task is: Predict the reactants needed to synthesize the given product. (1) The reactants are: [N:1]1([C:6]([N:8]2[CH2:13][CH2:12][C:11]([C:20]([OH:22])=[O:21])([C:14]3[CH:19]=[CH:18][CH:17]=[CH:16][CH:15]=3)[CH2:10][CH2:9]2)=[O:7])[CH:5]=[CH:4][N:3]=[CH:2]1.S(=O)(=O)(O)O.C(Cl)Cl.CO.[CH2:33](O)[CH3:34]. Given the product [N:1]1([C:6]([N:8]2[CH2:13][CH2:12][C:11]([C:20]([O:22][CH2:33][CH3:34])=[O:21])([C:14]3[CH:15]=[CH:16][CH:17]=[CH:18][CH:19]=3)[CH2:10][CH2:9]2)=[O:7])[CH:5]=[CH:4][N:3]=[CH:2]1, predict the reactants needed to synthesize it. (2) Given the product [Cl:1][C:2]1[C:10]([C:11]([OH:13])=[O:12])=[CH:9][CH:8]=[C:7]2[C:3]=1/[C:4](=[N:27]/[NH:26][C:24](=[O:25])[CH2:23][C:20]1[CH:21]=[N:22][C:17]([OH:16])=[CH:18][CH:19]=1)/[C:5](=[O:14])[NH:6]2, predict the reactants needed to synthesize it. The reactants are: [Cl:1][C:2]1[C:10]([C:11]([OH:13])=[O:12])=[CH:9][CH:8]=[C:7]2[C:3]=1[C:4](=O)[C:5](=[O:14])[NH:6]2.[OH:16][C:17]1[N:22]=[CH:21][C:20]([CH2:23][C:24]([NH:26][NH2:27])=[O:25])=[CH:19][CH:18]=1.